The task is: Predict the reactants needed to synthesize the given product.. This data is from Full USPTO retrosynthesis dataset with 1.9M reactions from patents (1976-2016). (1) The reactants are: Cl[C:2]1[C:11]([N:12]([CH:14]([CH3:16])[CH3:15])[CH3:13])=[N:10][C:9]2[C:4](=[CH:5][CH:6]=[C:7]([C:17]([O:19][CH3:20])=[O:18])[CH:8]=2)[N:3]=1.[CH3:21][O:22][C:23]1[CH:24]=[C:25](B(O)O)[CH:26]=[CH:27][CH:28]=1.[O-]P([O-])([O-])=O.[K+].[K+].[K+]. Given the product [CH:14]([N:12]([CH3:13])[C:11]1[C:2]([C:27]2[CH:26]=[CH:25][CH:24]=[C:23]([O:22][CH3:21])[CH:28]=2)=[N:3][C:4]2[C:9]([N:10]=1)=[CH:8][C:7]([C:17]([O:19][CH3:20])=[O:18])=[CH:6][CH:5]=2)([CH3:16])[CH3:15], predict the reactants needed to synthesize it. (2) Given the product [N:20]1[CH:25]=[CH:24][C:23]([C:2]2[S:6][C:5]([N:7]3[CH2:11][C@:10]4([CH:16]5[CH2:17][CH2:18][N:13]([CH2:14][CH2:15]5)[CH2:12]4)[O:9][C:8]3=[O:19])=[CH:4][CH:3]=2)=[CH:22][CH:21]=1, predict the reactants needed to synthesize it. The reactants are: Br[C:2]1[S:6][C:5]([N:7]2[CH2:11][C@:10]3([CH:16]4[CH2:17][CH2:18][N:13]([CH2:14][CH2:15]4)[CH2:12]3)[O:9][C:8]2=[O:19])=[CH:4][CH:3]=1.[N:20]1[CH:25]=[CH:24][C:23](B(O)O)=[CH:22][CH:21]=1.